Dataset: Forward reaction prediction with 1.9M reactions from USPTO patents (1976-2016). Task: Predict the product of the given reaction. (1) Given the reactants Br[C:2]1[C:8]([CH3:9])=[CH:7][C:5]([NH2:6])=[C:4]([F:10])[CH:3]=1.[CH3:11][NH:12][C:13]([C:15]1[CH:20]=[CH:19][C:18](B(O)O)=[CH:17][CH:16]=1)=[O:14].C1(P(C2CCCCC2)C2C=CC=CC=2C2C(OC)=CC=CC=2OC)CCCCC1.[O-]P([O-])([O-])=O.[K+].[K+].[K+], predict the reaction product. The product is: [NH2:6][C:5]1[C:4]([F:10])=[CH:3][C:2]([C:18]2[CH:19]=[CH:20][C:15]([C:13]([NH:12][CH3:11])=[O:14])=[CH:16][CH:17]=2)=[C:8]([CH3:9])[CH:7]=1. (2) Given the reactants [CH3:1][N:2]([CH2:4][C:5]1[C:13]2[O:12][N:11]=[C:10]([CH2:14][CH2:15][CH:16]3[CH2:21][CH2:20][NH:19][CH2:18][CH2:17]3)[C:9]=2[CH:8]=[CH:7][C:6]=1[C:22]1[CH:27]=[CH:26][CH:25]=[CH:24][CH:23]=1)[CH3:3].[Si:28]([O:45][CH2:46][C:47]1([CH:50]=O)[CH2:49][CH2:48]1)([C:41]([CH3:44])([CH3:43])[CH3:42])([C:35]1[CH:40]=[CH:39][CH:38]=[CH:37][CH:36]=1)[C:29]1[CH:34]=[CH:33][CH:32]=[CH:31][CH:30]=1, predict the reaction product. The product is: [CH3:1][N:2]([CH2:4][C:5]1[C:13]2[O:12][N:11]=[C:10]([CH2:14][CH2:15][CH:16]3[CH2:17][CH2:18][N:19]([CH2:50][C:47]4([CH2:46][O:45][Si:28]([C:41]([CH3:44])([CH3:43])[CH3:42])([C:35]5[CH:40]=[CH:39][CH:38]=[CH:37][CH:36]=5)[C:29]5[CH:30]=[CH:31][CH:32]=[CH:33][CH:34]=5)[CH2:49][CH2:48]4)[CH2:20][CH2:21]3)[C:9]=2[CH:8]=[CH:7][C:6]=1[C:22]1[CH:27]=[CH:26][CH:25]=[CH:24][CH:23]=1)[CH3:3]. (3) Given the reactants [CH2:1]1[C:4]2([CH2:8][CH2:7][CH2:6][NH:5]2)[CH2:3][O:2]1.Cl[CH2:10][C:11]1[N:16]=[CH:15][C:14]([C:17]2[CH:22]=[CH:21][C:20]([C@H:23]3[O:27][C:26]([CH3:29])([CH3:28])[N:25]([C:30](=[O:34])[CH:31]([F:33])[F:32])[C@@H:24]3[CH2:35][F:36])=[CH:19][CH:18]=2)=[CH:13][CH:12]=1.C(=O)([O-])[O-].[Cs+].[Cs+], predict the reaction product. The product is: [CH2:3]1[C:4]2([CH2:8][CH2:7][CH2:6][N:5]2[CH2:10][C:11]2[N:16]=[CH:15][C:14]([C:17]3[CH:22]=[CH:21][C:20]([C@H:23]4[O:27][C:26]([CH3:29])([CH3:28])[N:25]([C:30](=[O:34])[CH:31]([F:33])[F:32])[C@@H:24]4[CH2:35][F:36])=[CH:19][CH:18]=3)=[CH:13][CH:12]=2)[CH2:1][O:2]1. (4) Given the reactants [Cl:1][C:2]1[CH:7]=[CH:6][C:5]([C:8]2[C:9]([O:17][CH2:18][C:19]([F:22])([F:21])[F:20])=[N:10][CH:11]=[C:12]([CH:16]=2)[C:13](O)=[O:14])=[CH:4][CH:3]=1.Cl.[F:24][C:25]([F:34])([F:33])[C:26]1[N:30]=[C:29]([CH2:31][NH2:32])[O:28][N:27]=1, predict the reaction product. The product is: [Cl:1][C:2]1[CH:3]=[CH:4][C:5]([C:8]2[C:9]([O:17][CH2:18][C:19]([F:22])([F:21])[F:20])=[N:10][CH:11]=[C:12]([CH:16]=2)[C:13]([NH:32][CH2:31][C:29]2[O:28][N:27]=[C:26]([C:25]([F:34])([F:33])[F:24])[N:30]=2)=[O:14])=[CH:6][CH:7]=1. (5) Given the reactants [Cl:1][C:2]1[CH:3]=[C:4]([C:12]2[CH:17]=[C:16]([C:18]([F:21])([F:20])[F:19])[N:15]3[N:22]=[CH:23][C:24]([C:25](O)=[O:26])=[C:14]3[N:13]=2)[CH:5]=[CH:6][C:7]=1[C:8]([F:11])([F:10])[F:9].[OH:28][CH2:29][C:30]([NH:33][S:34]([C:37]1[S:41][C:40]([NH2:42])=[N:39][C:38]=1[CH3:43])(=[O:36])=[O:35])([CH3:32])[CH3:31], predict the reaction product. The product is: [OH:28][CH2:29][C:30]([NH:33][S:34]([C:37]1[S:41][C:40]([NH:42][C:25]([C:24]2[CH:23]=[N:22][N:15]3[C:16]([C:18]([F:19])([F:21])[F:20])=[CH:17][C:12]([C:4]4[CH:5]=[CH:6][C:7]([C:8]([F:10])([F:11])[F:9])=[C:2]([Cl:1])[CH:3]=4)=[N:13][C:14]=23)=[O:26])=[N:39][C:38]=1[CH3:43])(=[O:36])=[O:35])([CH3:32])[CH3:31]. (6) Given the reactants [Br:1][C:2]1[C:3]([CH2:11]O)=[C:4]([OH:10])[C:5]([O:8][CH3:9])=[CH:6][CH:7]=1.[Br-].[C:14]1([PH+:20]([C:27]2[CH:32]=[CH:31][CH:30]=[CH:29][CH:28]=2)[C:21]2[CH:26]=[CH:25][CH:24]=[CH:23][CH:22]=2)[CH:19]=[CH:18][CH:17]=[CH:16][CH:15]=1, predict the reaction product. The product is: [Br-:1].[Br:1][C:2]1[C:3]([CH2:11][P+:20]([C:21]2[CH:22]=[CH:23][CH:24]=[CH:25][CH:26]=2)([C:27]2[CH:32]=[CH:31][CH:30]=[CH:29][CH:28]=2)[C:14]2[CH:15]=[CH:16][CH:17]=[CH:18][CH:19]=2)=[C:4]([OH:10])[C:5]([O:8][CH3:9])=[CH:6][CH:7]=1.